From a dataset of Forward reaction prediction with 1.9M reactions from USPTO patents (1976-2016). Predict the product of the given reaction. Given the reactants [CH3:1][C:2]1([C:8]2[CH:13]=[CH:12][CH:11]=[CH:10][CH:9]=2)[CH2:7][CH2:6][O:5][CH2:4][CH2:3]1.[Cl:14][S:15](O)(=[O:17])=[O:16], predict the reaction product. The product is: [CH3:1][C:2]1([C:8]2[CH:13]=[CH:12][C:11]([S:15]([Cl:14])(=[O:17])=[O:16])=[CH:10][CH:9]=2)[CH2:3][CH2:4][O:5][CH2:6][CH2:7]1.